Dataset: Full USPTO retrosynthesis dataset with 1.9M reactions from patents (1976-2016). Task: Predict the reactants needed to synthesize the given product. (1) The reactants are: [OH:1][CH:2]1[CH2:7][CH2:6][CH:5]([CH:8]2[CH2:13][CH2:12][CH2:11][CH2:10][CH2:9]2)[CH2:4][CH2:3]1. Given the product [CH:8]1([CH:5]2[CH2:4][CH2:3][C:2](=[O:1])[CH2:7][CH2:6]2)[CH2:9][CH2:10][CH2:11][CH2:12][CH2:13]1, predict the reactants needed to synthesize it. (2) Given the product [ClH:39].[CH3:1][S:2]([CH:5]1[CH2:10][CH2:9][C:8]([C:11]2[CH:20]=[CH:19][C:18]3[C:13](=[CH:14][CH:15]=[C:16]([O:21][CH3:22])[CH:17]=3)[C:12]=2[O:23][C:24]2[CH:25]=[CH:26][C:27]([O:28][CH2:29][CH2:30][N:31]3[CH2:36][CH2:35][CH2:34][CH2:33][CH2:32]3)=[CH:37][CH:38]=2)=[CH:7][CH2:6]1)(=[O:4])=[O:3], predict the reactants needed to synthesize it. The reactants are: [CH3:1][S:2]([CH:5]1[CH2:10][CH2:9][C:8]([C:11]2[CH:20]=[CH:19][C:18]3[C:13](=[CH:14][CH:15]=[C:16]([O:21][CH3:22])[CH:17]=3)[C:12]=2[O:23][C:24]2[CH:38]=[CH:37][C:27]([O:28][CH2:29][CH2:30][N:31]3[CH2:36][CH2:35][CH2:34][CH2:33][CH2:32]3)=[CH:26][CH:25]=2)=[CH:7][CH2:6]1)(=[O:4])=[O:3].[ClH:39]. (3) Given the product [Br:23][C:6]1[C:5]([C:3]([O:2][CH3:1])=[O:4])=[C:14]2[C:9]([NH:10][C:11]([CH3:17])([CH3:16])[C:12](=[O:15])[NH:13]2)=[CH:8][CH:7]=1, predict the reactants needed to synthesize it. The reactants are: [CH3:1][O:2][C:3]([C:5]1[CH:6]=[CH:7][CH:8]=[C:9]2[C:14]=1[NH:13][C:12](=[O:15])[C:11]([CH3:17])([CH3:16])[NH:10]2)=[O:4].CN(C)C=O.[Br:23]N1C(=O)CCC1=O.C(OCC)(=O)C. (4) Given the product [C:22]([NH:26][CH2:6][C:5]([C:14]1[CH:19]=[CH:18][CH:17]=[CH:16][CH:15]=1)([C:8]1[CH:13]=[CH:12][CH:11]=[CH:10][CH:9]=1)[CH2:4][NH2:3])([CH3:25])([CH3:24])[CH3:23], predict the reactants needed to synthesize it. The reactants are: C([N:3](CC)[CH2:4][C:5]([C:14]1[CH:19]=[CH:18][CH:17]=[CH:16][CH:15]=1)([C:8]1[CH:13]=[CH:12][CH:11]=[CH:10][CH:9]=1)[CH2:6]N)C.[C:22]([NH2:26])([CH3:25])([CH3:24])[CH3:23]. (5) Given the product [N:1]12[CH2:8][CH2:7][CH:4]([CH2:5][CH2:6]1)[C:3](=[CH:9][C:10]1[CH:15]=[C:14]([F:16])[CH:13]=[CH:12][C:11]=1[S:17]([Cl:20])(=[O:19])=[O:18])[CH2:2]2, predict the reactants needed to synthesize it. The reactants are: [N:1]12[CH2:8][CH2:7][CH:4]([CH2:5][CH2:6]1)[CH:3]([CH2:9][C:10]1[CH:15]=[C:14]([F:16])[CH:13]=[CH:12][C:11]=1[S:17]([Cl:20])(=[O:19])=[O:18])[CH2:2]2.FC1C=C(C=CC=1)C=C1C2CCN(CC2)C1. (6) Given the product [NH2:24][C:25]1[N:30]([CH3:31])[C:29](=[O:32])[C:28]([CH3:34])([CH3:33])[C@:27]([C:36]2[CH:41]=[C:40]([NH:53][C:49]3[C:48]4[O:44][CH2:45][CH2:46][C:47]=4[CH:52]=[CH:51][CH:50]=3)[CH:39]=[CH:38][C:37]=2[F:43])([CH3:35])[N:26]=1, predict the reactants needed to synthesize it. The reactants are: COC1C=CC(C([NH:24][C:25]2[N:30]([CH3:31])[C:29](=[O:32])[C:28]([CH3:34])([CH3:33])[C@:27]([C:36]3[CH:41]=[C:40](Br)[CH:39]=[CH:38][C:37]=3[F:43])([CH3:35])[N:26]=2)(C2C=CC(OC)=CC=2)C2C=CC=CC=2)=CC=1.[O:44]1[C:48]2[C:49]([NH2:53])=[CH:50][CH:51]=[CH:52][C:47]=2[CH2:46][CH2:45]1. (7) The reactants are: P(Br)(Br)[Br:2].O[CH:6]([C:8]1[O:9][C:10](=[O:26])[C:11]2[C:16]([C:17]=1[C:18]1[CH:19]=[N:20][C:21]([O:24][CH3:25])=[CH:22][CH:23]=1)=[CH:15][CH:14]=[CH:13][CH:12]=2)[CH3:7]. Given the product [Br:2][CH:6]([C:8]1[O:9][C:10](=[O:26])[C:11]2[C:16]([C:17]=1[C:18]1[CH:19]=[N:20][C:21]([O:24][CH3:25])=[CH:22][CH:23]=1)=[CH:15][CH:14]=[CH:13][CH:12]=2)[CH3:7], predict the reactants needed to synthesize it.